This data is from Catalyst prediction with 721,799 reactions and 888 catalyst types from USPTO. The task is: Predict which catalyst facilitates the given reaction. (1) Reactant: [OH:1][CH:2]1[CH2:6][CH2:5][N:4]([C:7]([O:9][C:10]([CH3:13])([CH3:12])[CH3:11])=[O:8])[CH2:3]1.[H-].[Na+].[Cl:16][C:17]1[C:18]([C:26]([NH2:28])=[O:27])=[N:19][C:20]([CH2:24][CH3:25])=[C:21](Cl)[N:22]=1. Product: [C:26]([C:18]1[N:19]=[C:20]([CH2:24][CH3:25])[C:21]([O:1][CH:2]2[CH2:6][CH2:5][N:4]([C:7]([O:9][C:10]([CH3:13])([CH3:12])[CH3:11])=[O:8])[CH2:3]2)=[N:22][C:17]=1[Cl:16])(=[O:27])[NH2:28]. The catalyst class is: 9. (2) Reactant: C([O:4][CH2:5][C:6]1[C:7]([N:38]2[C:50](=[O:51])[C:49]3[S:48][C:47]4[CH2:46][CH2:45][CH2:44][CH2:43][C:42]=4[C:41]=3[CH:40]=[N:39]2)=[N:8][CH:9]=[CH:10][C:11]=1[C:12]1[CH:17]=[C:16]([NH:18][C:19]2[CH:24]=[N:23][C:22]([N:25]3[CH2:30][CH2:29][N:28]([CH:31]4[CH2:34][O:33][CH2:32]4)[CH2:27][C@@H:26]3[CH3:35])=[CH:21][N:20]=2)[C:15](=[O:36])[N:14]([CH3:37])[CH:13]=1)(=O)C.[OH-].[Li+]. Product: [OH:4][CH2:5][C:6]1[C:7]([N:38]2[C:50](=[O:51])[C:49]3[S:48][C:47]4[CH2:46][CH2:45][CH2:44][CH2:43][C:42]=4[C:41]=3[CH:40]=[N:39]2)=[N:8][CH:9]=[CH:10][C:11]=1[C:12]1[CH:17]=[C:16]([NH:18][C:19]2[CH:24]=[N:23][C:22]([N:25]3[CH2:30][CH2:29][N:28]([CH:31]4[CH2:32][O:33][CH2:34]4)[CH2:27][C@@H:26]3[CH3:35])=[CH:21][N:20]=2)[C:15](=[O:36])[N:14]([CH3:37])[CH:13]=1. The catalyst class is: 854. (3) Reactant: ClC(Cl)(O[C:5](=[O:11])OC(Cl)(Cl)Cl)Cl.[NH2:13][C:14]1[CH:19]=[CH:18][C:17]([C:20]2[N:21]=[C:22]([N:42]3[CH2:47][CH2:46][O:45][CH2:44][CH2:43]3)[C:23]3[N:28]=[N:27][N:26]([CH:29]4[CH2:34][CH2:33][N:32]([C:35]([O:37][C:38]([CH3:41])([CH3:40])[CH3:39])=[O:36])[CH2:31][CH2:30]4)[C:24]=3[N:25]=2)=[CH:16][CH:15]=1.[CH3:48][N:49]([CH3:53])[CH2:50][CH2:51][NH2:52].CCN(CC)CC. Product: [CH3:48][N:49]([CH3:53])[CH2:50][CH2:51][NH:52][C:5](=[O:11])[NH:13][C:14]1[CH:15]=[CH:16][C:17]([C:20]2[N:21]=[C:22]([N:42]3[CH2:43][CH2:44][O:45][CH2:46][CH2:47]3)[C:23]3[N:28]=[N:27][N:26]([CH:29]4[CH2:30][CH2:31][N:32]([C:35]([O:37][C:38]([CH3:41])([CH3:39])[CH3:40])=[O:36])[CH2:33][CH2:34]4)[C:24]=3[N:25]=2)=[CH:18][CH:19]=1. The catalyst class is: 2. (4) Reactant: [CH3:1][S:2]([C:5]1[CH:6]=[C:7]2[C:11](=[CH:12][CH:13]=1)[N:10]([CH3:14])[N:9]=[C:8]2[C:15]1[N:16]=[C:17]2[C:23]([C:24]([OH:26])=O)=[CH:22][NH:21][C:18]2=[N:19][CH:20]=1)(=[O:4])=[O:3].[CH3:27][C:28]([NH2:31])([CH3:30])[CH3:29].C1C=CC2N(O)N=NC=2C=1.CCN=C=NCCCN(C)C.CCN(C(C)C)C(C)C. Product: [C:28]([NH:31][C:24]([C:23]1[C:17]2=[N:16][C:15]([C:8]3[C:7]4[C:11](=[CH:12][CH:13]=[C:5]([S:2]([CH3:1])(=[O:4])=[O:3])[CH:6]=4)[N:10]([CH3:14])[N:9]=3)=[CH:20][N:19]=[C:18]2[NH:21][CH:22]=1)=[O:26])([CH3:30])([CH3:29])[CH3:27]. The catalyst class is: 18. (5) Reactant: [NH2:1][C:2]([CH3:38])([CH3:37])[CH2:3][NH:4][C:5]([C:7]1[N:8]=[C:9]([C:29]2[C:34]([Cl:35])=[CH:33][CH:32]=[CH:31][C:30]=2[Cl:36])[N:10]([C:12]2[CH:17]=[CH:16][C:15]([C:18]3[CH:23]=[CH:22][CH:21]=[C:20]([S:24]([CH3:27])(=[O:26])=[O:25])[CH:19]=3)=[CH:14][C:13]=2[Cl:28])[CH:11]=1)=O.O=P(Cl)(Cl)Cl.O1CCOCC1.[OH-].[Na+]. Product: [Cl:28][C:13]1[CH:14]=[C:15]([C:18]2[CH:23]=[CH:22][CH:21]=[C:20]([S:24]([CH3:27])(=[O:26])=[O:25])[CH:19]=2)[CH:16]=[CH:17][C:12]=1[N:10]1[CH:11]=[C:7]([C:5]2[NH:1][C:2]([CH3:38])([CH3:37])[CH2:3][N:4]=2)[N:8]=[C:9]1[C:29]1[C:34]([Cl:35])=[CH:33][CH:32]=[CH:31][C:30]=1[Cl:36]. The catalyst class is: 161. (6) Reactant: [C:1]1([NH:7][C:8]([C:10]2[C:14]([C:15]3[CH:20]=[CH:19][CH:18]=[CH:17][CH:16]=3)=[C:13]([C:21]3[CH:26]=[CH:25][C:24]([F:27])=[CH:23][CH:22]=3)[N:12]([CH2:28][CH2:29][CH:30]([OH:34])[CH2:31][CH:32]=[CH2:33])[C:11]=2[CH:35]([CH3:37])[CH3:36])=[O:9])[CH:6]=[CH:5][CH:4]=[CH:3][CH:2]=1.C(N(CC)CC)C.[C:45](Cl)(=[O:48])[CH:46]=[CH2:47]. Product: [F:27][C:24]1[CH:23]=[CH:22][C:21]([C:13]2[N:12]([CH2:28][CH2:29][CH:30]([O:34][C:45](=[O:48])[CH:46]=[CH2:47])[CH2:31][CH:32]=[CH2:33])[C:11]([CH:35]([CH3:37])[CH3:36])=[C:10]([C:8](=[O:9])[NH:7][C:1]3[CH:6]=[CH:5][CH:4]=[CH:3][CH:2]=3)[C:14]=2[C:15]2[CH:20]=[CH:19][CH:18]=[CH:17][CH:16]=2)=[CH:26][CH:25]=1. The catalyst class is: 143.